Task: Regression. Given a peptide amino acid sequence and an MHC pseudo amino acid sequence, predict their binding affinity value. This is MHC class I binding data.. Dataset: Peptide-MHC class I binding affinity with 185,985 pairs from IEDB/IMGT The peptide sequence is YVIKVSARV. The MHC is HLA-B35:03 with pseudo-sequence HLA-B35:03. The binding affinity (normalized) is 0.